From a dataset of Forward reaction prediction with 1.9M reactions from USPTO patents (1976-2016). Predict the product of the given reaction. (1) Given the reactants [Br:1][C:2]1[CH:3]=[C:4]2[C@:15]3([N:20]=[C:19]([NH2:21])[CH2:18][O:17][CH2:16]3)[C:14]3[CH:13]=[C:12]([O:22]C)[N:11]=[CH:10][C:9]=3[O:8][C:5]2=[CH:6][CH:7]=1.CC(O)=O.Br, predict the reaction product. The product is: [NH2:21][C:19]1[CH2:18][O:17][CH2:16][C@:15]2([C:14]3[CH:13]=[C:12]([OH:22])[N:11]=[CH:10][C:9]=3[O:8][C:5]3[C:4]2=[CH:3][C:2]([Br:1])=[CH:7][CH:6]=3)[N:20]=1. (2) The product is: [F:57][C:42]([F:41])([F:56])[C:43]([F:54])([F:55])[C:44]([F:52])([F:53])[C:45]([F:50])([F:51])[S:46]([O-:49])(=[O:48])=[O:47].[C:1]1([S+:7]([C:34]2[CH:33]=[CH:45][CH:44]=[CH:43][CH:42]=2)[C:9]2[CH:14]=[CH:13][C:12]([S:21][C:15]3[CH:20]=[CH:19][CH:18]=[CH:17][CH:16]=3)=[CH:11][CH:10]=2)[CH:6]=[CH:5][CH:4]=[CH:3][CH:2]=1. Given the reactants [C:1]1([S:7]([C:9]2[CH:14]=[CH:13][CH:12]=[CH:11][CH:10]=2)=O)[CH:6]=[CH:5][CH:4]=[CH:3][CH:2]=1.[C:15]1([S:21]C2C=CC=CC=2)[CH:20]=[CH:19][CH:18]=[CH:17][CH:16]=1.FC(F)(F)C(O[C:33](=O)[C:34](F)(F)F)=O.[F:41][C:42]([F:57])([F:56])[C:43]([F:55])([F:54])[C:44]([F:53])([F:52])[C:45]([F:51])([F:50])[S:46]([OH:49])(=[O:48])=[O:47], predict the reaction product. (3) Given the reactants Br[C:2]1[C:10]2[N:9]3[CH2:11][CH2:12][NH:13][C:14](=[O:15])[C:8]3=[C:7]([CH3:16])[C:6]=2[CH:5]=[C:4]([F:17])[CH:3]=1.[F:18][C:19]1[CH:24]=[C:23]([F:25])[CH:22]=[CH:21][C:20]=1B(O)O, predict the reaction product. The product is: [F:18][C:19]1[CH:24]=[C:23]([F:25])[CH:22]=[CH:21][C:20]=1[C:2]1[C:10]2[N:9]3[CH2:11][CH2:12][NH:13][C:14](=[O:15])[C:8]3=[C:7]([CH3:16])[C:6]=2[CH:5]=[C:4]([F:17])[CH:3]=1. (4) Given the reactants [C:1]([O:5][C:6]([N:8]1[CH2:15][CH:14]2[NH:16][CH:10]([CH2:11][NH:12][CH2:13]2)[CH2:9]1)=[O:7])([CH3:4])([CH3:3])[CH3:2].[Cl:17][CH2:18][C:19](Cl)=[O:20], predict the reaction product. The product is: [C:1]([O:5][C:6]([N:8]1[CH2:9][CH:10]2[NH:16][CH:14]([CH2:13][N:12]([C:19](=[O:20])[CH2:18][Cl:17])[CH2:11]2)[CH2:15]1)=[O:7])([CH3:4])([CH3:2])[CH3:3]. (5) Given the reactants Cl[C:2]1[CH:7]=[CH:6][N:5]=[C:4]2[CH:8]=[C:9]([C:11]3[N:12]([CH3:16])[CH:13]=[CH:14][N:15]=3)[S:10][C:3]=12.[Cl:17][C:18]1[CH:23]=[C:22]([OH:24])[CH:21]=[CH:20][C:19]=1[CH2:25][C:26]([NH:28][CH3:29])=[O:27], predict the reaction product. The product is: [Cl:17][C:18]1[CH:23]=[C:22]([O:24][C:2]2[CH:7]=[CH:6][N:5]=[C:4]3[CH:8]=[C:9]([C:11]4[N:12]([CH3:16])[CH:13]=[CH:14][N:15]=4)[S:10][C:3]=23)[CH:21]=[CH:20][C:19]=1[CH2:25][C:26]([NH:28][CH3:29])=[O:27]. (6) Given the reactants [CH2:1]([O:3][C:4]([N:6]1[CH2:11][CH2:10][CH:9]([C:12]2[C:20]3[C:15](=[CH:16][CH:17]=[CH:18][CH:19]=3)[NH:14][CH:13]=2)[CH2:8][CH2:7]1)=[O:5])[CH3:2].Cl.Cl[CH2:23][C:24]1[CH:25]=[N:26][CH:27]=[CH:28][CH:29]=1, predict the reaction product. The product is: [CH2:1]([O:3][C:4]([N:6]1[CH2:11][CH2:10][CH:9]([C:12]2[C:20]3[C:15](=[CH:16][CH:17]=[CH:18][CH:19]=3)[N:14]([CH2:23][C:24]3[CH:25]=[N:26][CH:27]=[CH:28][CH:29]=3)[CH:13]=2)[CH2:8][CH2:7]1)=[O:5])[CH3:2].